From a dataset of Experimentally validated miRNA-target interactions with 360,000+ pairs, plus equal number of negative samples. Binary Classification. Given a miRNA mature sequence and a target amino acid sequence, predict their likelihood of interaction. (1) The miRNA is mmu-miR-324-3p with sequence CCACUGCCCCAGGUGCUGCU. The protein sequence of the target gene is MEALGTGRDRTSQASATESLDLRRLSTRADSAYSSFSTASGDPETRTPSPGTERLPYLDWDYVRVVWGSQSPTSKDAVLSTTQRPVQAVAGHSDPRSPEVQGSPGPLNRQDTPLLYALAAEAEATAHTAEPPSPPASRDAYRQRLQGAQRRVLRETSFQRKEFRMSLPGRLRPAVPTRLPTAHVRSASSSQELGEEEPARTAVPALAAAGRGRLSSQQRQCCFSEPGKLHRVGWSGGPTGEDLRKDYSTQELQRGMHAKSKGLLETQSLSSTELNSGPADLGNAHRPAGRSQSVSGEVMG.... Result: 0 (no interaction). (2) The miRNA is hsa-miR-550a-3-5p with sequence AGUGCCUGAGGGAGUAAGAG. The protein sequence of the target gene is MNLNPPTSALQIEGKGSHIMARNVSCFLVRHTPHPRRVCHIKGLNNIPICTVNDDENAFGTLWGVGQSNYLEKNRIPFANCSYPSSTAVQESPVRGMSPAPNGAKVPPRPHSEPSRKIKECFKTSSENPLVIKKEEIKAKRPPSPPKACSTPGSCSSGMTSTKNDVKANTICIPNYLDQEIKILAKLCSILHTDSLAEVLQWLLHATSKEKEWVSALIHSELAEINLLTHHRRNTSMEPAAETGKPPTVKSPPTVKLPPNFTAKSKVLTRDTEGDQPTRVSSQGSEENKEVPKEAEHKPP.... Result: 0 (no interaction). (3) The miRNA is mmu-miR-466j with sequence UGUGUGCAUGUGCAUGUGUGUAA. The protein sequence of the target gene is MESPGESGAGSPGAPSPSSFTTGHLAREKPAQDPLYDVPNASGGQAGGPQRPGRVVSLRERLLLTRPVWLQLQANAAAALHMLRTEPPGTFLVRKSNTRQCQALCMRLPEASGPSFVSSHYILESPGGVSLEGSELMFPDLVQLICAYCHTRDILLLPLQLPRAIHHAATHKELEAISHLGIEFWSSSLNIKAQRGPAGGPVLPQLKARSPQELDQGTGAALCFFNPLFPGDLGPTKREKFKRSFKVRVSTETSSPLSPPAVPPPPVPVLPGAVPSQTERLPPCQLLRRESSVGYRVPAG.... Result: 0 (no interaction). (4) The miRNA is hsa-miR-190a-3p with sequence CUAUAUAUCAAACAUAUUCCU. The protein sequence of the target gene is MENELPVPHTSNRASVTTNTSGTNSSSGCISSSGGGGGSGGRPTAPQISVYSGIPDRQTVQVIQQALHRQPSTAAQYLQQMYAAQQQHLMLQTAALQQQHLSSAQLQSLAAVQQASLVANRQGSTPGSSVSSQAPAQSSSLNLAASPAAAQLINRAQSVNSAAASGLAQQAVLLGNTSSPALTASQAQMYLRAQMLIFTPTATVATVQPELCTGSPARPPTPAQVQNLTLRTQQTPAAAASGPPPTQPVLPSLALKPTPSSSQPLPAPPQGRTMAQGSPAGAKPSGTDNAPETLKAGDGN.... Result: 0 (no interaction). (5) The miRNA is hsa-miR-6715a-3p with sequence CCAAACCAGUCGUGCCUGUGG. The protein sequence of the target gene is MHRPNFRPPTPPYPSPGIGGWGGGNNFRGALGGGPRPPSPRDGYGSPHHTPPCGPRARPYGSSQSPRHGGNFSGARFGSPSPGGYPGSYSRSPAGSQHQFGYSPGQQQTYPQGSPRTSTPFGSGRGREKRMSNELESYFKPSMLEDPWAGLEPVSVVDISQQYSNTQTFTGKKGRYFS. Result: 0 (no interaction).